The task is: Predict which catalyst facilitates the given reaction.. This data is from Catalyst prediction with 721,799 reactions and 888 catalyst types from USPTO. Reactant: [CH2:1]([O:3][C:4]1[CH:28]=[CH:27][C:7]2[C:8]3[CH:9]=[CH:10][CH:11]([CH:18]4[CH2:23][CH2:22][CH:21]([CH2:24][CH2:25][CH3:26])[CH2:20][CH2:19]4)[O:12][C:13]=3[C:14]([F:17])=[C:15]([F:16])[C:6]=2[CH:5]=1)[CH3:2]. Product: [CH2:1]([O:3][C:4]1[CH:28]=[CH:27][C:7]2[C:8]3[CH2:9][CH2:10][CH:11]([CH:18]4[CH2:23][CH2:22][CH:21]([CH2:24][CH2:25][CH3:26])[CH2:20][CH2:19]4)[O:12][C:13]=3[C:14]([F:17])=[C:15]([F:16])[C:6]=2[CH:5]=1)[CH3:2]. The catalyst class is: 123.